Regression/Classification. Given a drug SMILES string, predict its absorption, distribution, metabolism, or excretion properties. Task type varies by dataset: regression for continuous measurements (e.g., permeability, clearance, half-life) or binary classification for categorical outcomes (e.g., BBB penetration, CYP inhibition). Dataset: bbb_martins. From a dataset of Blood-brain barrier penetration binary classification data from Martins et al.. (1) The compound is C[C@]12C[C@H](O)[C@H]3[C@@H](CCC4=CC(=O)CC[C@@]43C)[C@@H]1CC[C@]2(O)C(=O)CS. The result is 1 (penetrates BBB). (2) The drug is CCCC(=O)Nc1ccc(OCC(O)CNC(C)C)c(C(C)=O)c1. The result is 1 (penetrates BBB).